This data is from Forward reaction prediction with 1.9M reactions from USPTO patents (1976-2016). The task is: Predict the product of the given reaction. The product is: [N:1]1([CH2:6][CH2:7][CH2:8][CH2:9][CH2:10][CH2:11][CH2:12][NH2:13])[CH:5]=[CH:4][N:3]=[CH:2]1. Given the reactants [N:1]1([CH2:6][CH2:7][CH2:8][CH2:9][CH2:10][CH2:11][C:12]#[N:13])[CH:5]=[CH:4][N:3]=[CH:2]1, predict the reaction product.